From a dataset of Full USPTO retrosynthesis dataset with 1.9M reactions from patents (1976-2016). Predict the reactants needed to synthesize the given product. (1) Given the product [C:20]([C@@H:19]([NH:18][C:15]([C:5]1[CH:4]=[CH:3][C:2]([Br:1])=[C:7]([O:8][CH2:9][CH:10]2[CH2:14][CH2:13][CH2:12][O:11]2)[N:6]=1)=[O:17])[CH2:23][CH:24]([CH3:26])[CH3:25])(=[O:21])[NH2:22], predict the reactants needed to synthesize it. The reactants are: [Br:1][C:2]1[CH:3]=[CH:4][C:5]([C:15]([OH:17])=O)=[N:6][C:7]=1[O:8][CH2:9][CH:10]1[CH2:14][CH2:13][CH2:12][O:11]1.[NH2:18][C@@H:19]([CH2:23][CH:24]([CH3:26])[CH3:25])[C:20]([NH2:22])=[O:21]. (2) Given the product [C:10]1([C@@H:8]([NH:7][C:5]2[O:6][CH2:2][CH2:3][N:4]=2)[CH3:9])[CH:15]=[CH:14][CH:13]=[CH:12][CH:11]=1, predict the reactants needed to synthesize it. The reactants are: Cl[CH2:2][CH2:3][NH:4][C:5]([NH:7][C@H:8]([C:10]1[CH:15]=[CH:14][CH:13]=[CH:12][CH:11]=1)[CH3:9])=[O:6].N12CCCN=C1CCCCC2.